This data is from Forward reaction prediction with 1.9M reactions from USPTO patents (1976-2016). The task is: Predict the product of the given reaction. (1) Given the reactants [CH2:1]([NH2:9])[CH2:2][CH2:3][CH2:4][CH2:5][CH2:6][CH2:7][CH3:8].C([O:12][C:13]([CH2:15][N:16]([S:24]([C:27]1[CH:32]=[CH:31][C:30]([N+:33]([O-:35])=[O:34])=[CH:29][CH:28]=1)(=[O:26])=[O:25])[CH:17]([CH2:22]O)[C:18]([O:20][CH3:21])=[O:19])=O)C, predict the reaction product. The product is: [N+:33]([C:30]1[CH:31]=[CH:32][C:27]([S:24]([N:16]2[CH2:15][C:13](=[O:12])[N:9]([CH2:1][CH2:2][CH2:3][CH2:4][CH2:5][CH2:6][CH2:7][CH3:8])[CH2:22][CH:17]2[C:18]([O:20][CH3:21])=[O:19])(=[O:26])=[O:25])=[CH:28][CH:29]=1)([O-:35])=[O:34]. (2) Given the reactants [CH:1]([C@@H:4]([NH2:17])[CH2:5][O:6][CH2:7][CH:8]1[CH2:13][CH2:12][N:11]([CH:14]([CH3:16])[CH3:15])[CH2:10][CH2:9]1)([CH3:3])[CH3:2].[Cl:18][C:19]1[C:27]2[C:22](=[CH:23][C:24]([C:28](O)=[O:29])=[CH:25][CH:26]=2)[NH:21][CH:20]=1, predict the reaction product. The product is: [ClH:18].[Cl:18][C:19]1[C:27]2[C:22](=[CH:23][C:24]([C:28]([NH:17][C@H:4]([CH:1]([CH3:3])[CH3:2])[CH2:5][O:6][CH2:7][CH:8]3[CH2:9][CH2:10][N:11]([CH:14]([CH3:16])[CH3:15])[CH2:12][CH2:13]3)=[O:29])=[CH:25][CH:26]=2)[NH:21][CH:20]=1. (3) Given the reactants [NH2:1][C:2]1[S:3][CH:4]=[CH:5][N:6]=1.C(N=C(N(C)C)N(C)C)(C)(C)C.[Cl:19][C:20]1[CH:21]=[C:22]([CH:27]2[CH2:31][CH2:30][N:29]([C@H:32]3[CH2:36][CH2:35][N:34]([C:37]4[CH:42]=[C:41]([F:43])[C:40]([S:44](Cl)(=[O:46])=[O:45])=[C:39]([F:48])[CH:38]=4)[C:33]3=[O:49])[CH2:28]2)[CH:23]=[C:24]([Cl:26])[CH:25]=1, predict the reaction product. The product is: [Cl:26][C:24]1[CH:23]=[C:22]([CH:27]2[CH2:31][CH2:30][N:29]([C@H:32]3[CH2:36][CH2:35][N:34]([C:37]4[CH:42]=[C:41]([F:43])[C:40]([S:44]([NH:1][C:2]5[S:3][CH:4]=[CH:5][N:6]=5)(=[O:45])=[O:46])=[C:39]([F:48])[CH:38]=4)[C:33]3=[O:49])[CH2:28]2)[CH:21]=[C:20]([Cl:19])[CH:25]=1. (4) Given the reactants Cl.[NH2:2][C@H:3]([CH2:7][CH2:8][C:9]([F:12])([F:11])[F:10])[C:4]([NH2:6])=[O:5].[Cl:13][C:14]1[CH:19]=[CH:18][C:17]([S:20](Cl)(=[O:22])=[O:21])=[CH:16][CH:15]=1.C1COCC1.C(N(CC)CC)C, predict the reaction product. The product is: [Cl:13][C:14]1[CH:19]=[CH:18][C:17]([S:20]([NH:2][C@H:3]([CH2:7][CH2:8][C:9]([F:10])([F:11])[F:12])[C:4]([NH2:6])=[O:5])(=[O:22])=[O:21])=[CH:16][CH:15]=1. (5) Given the reactants [Br:1]Br.[CH3:3][O:4][C:5](=[O:14])[C:6]1[CH:11]=[CH:10][C:9]([OH:12])=[C:8]([F:13])[CH:7]=1.C(OC)(=O)C.S([O-])([O-])=O.[Na+].[Na+].[Cl-].[Na+], predict the reaction product. The product is: [CH3:3][O:4][C:5](=[O:14])[C:6]1[CH:7]=[C:8]([F:13])[C:9]([OH:12])=[C:10]([Br:1])[CH:11]=1. (6) Given the reactants [CH3:1][C@:2]12[C@@:19]3([CH3:20])[C@@H:10]([C@:11]4([CH3:33])[C@@H:16]([CH2:17][CH2:18]3)[C:15]([CH3:22])([CH3:21])[C:14]([C:23]3[CH:32]=[CH:31][C:26]([C:27]([O:29]C)=[O:28])=[CH:25][CH:24]=3)=[CH:13][CH2:12]4)[CH2:9][CH2:8][C@@H:7]1[C@H:6]1[C@H:34]([C:37]([CH3:39])=[CH2:38])[CH2:35][CH2:36][C@:5]1([NH:40][CH2:41][CH2:42][C:43]([F:46])([F:45])[F:44])[CH2:4][CH2:3]2.[OH-].[Na+], predict the reaction product. The product is: [CH3:1][C@:2]12[C@@:19]3([CH3:20])[C@@H:10]([C@:11]4([CH3:33])[C@@H:16]([CH2:17][CH2:18]3)[C:15]([CH3:21])([CH3:22])[C:14]([C:23]3[CH:24]=[CH:25][C:26]([C:27]([OH:29])=[O:28])=[CH:31][CH:32]=3)=[CH:13][CH2:12]4)[CH2:9][CH2:8][C@@H:7]1[C@H:6]1[C@H:34]([C:37]([CH3:39])=[CH2:38])[CH2:35][CH2:36][C@:5]1([NH:40][CH2:41][CH2:42][C:43]([F:44])([F:45])[F:46])[CH2:4][CH2:3]2. (7) The product is: [OH:4][CH2:5][C:6]([N:8]([CH2:22][C:23]1[CH:28]=[CH:27][CH:26]=[CH:25][C:24]=1[O:29][CH3:30])[C:9]1[CH:14]=[CH:13][CH:12]=[CH:11][C:10]=1[O:15][C:16]1[CH:21]=[CH:20][CH:19]=[CH:18][CH:17]=1)=[O:7]. Given the reactants C([O:4][CH2:5][C:6]([N:8]([CH2:22][C:23]1[CH:28]=[CH:27][CH:26]=[CH:25][C:24]=1[O:29][CH3:30])[C:9]1[CH:14]=[CH:13][CH:12]=[CH:11][C:10]=1[O:15][C:16]1[CH:21]=[CH:20][CH:19]=[CH:18][CH:17]=1)=[O:7])(=O)C.C(=O)([O-])[O-].[K+].[K+].O, predict the reaction product. (8) Given the reactants Cl[C:2]1[CH:7]=[N:6][CH:5]=[C:4]([Cl:8])[N:3]=1.[CH3:9][NH:10][CH:11]([CH2:13][CH3:14])[CH3:12].C(=O)([O-])[O-].[K+].[K+].CC(N(C)C)=O, predict the reaction product. The product is: [Cl:8][C:4]1[N:3]=[C:2]([N:10]([CH3:9])[CH:11]([CH3:12])[CH2:13][CH3:14])[CH:7]=[N:6][CH:5]=1.